Predict which catalyst facilitates the given reaction. From a dataset of Catalyst prediction with 721,799 reactions and 888 catalyst types from USPTO. (1) Reactant: [CH3:1][C:2]1[CH:6]=[C:5]([NH2:7])[S:4][N:3]=1.Cl[C:9]([O:11][C:12]1[CH:17]=[CH:16][CH:15]=[CH:14][CH:13]=1)=[O:10]. Product: [C:12]1([O:11][C:9](=[O:10])[NH:7][C:5]2[S:4][N:3]=[C:2]([CH3:1])[CH:6]=2)[CH:17]=[CH:16][CH:15]=[CH:14][CH:13]=1. The catalyst class is: 17. (2) Reactant: C(O)(C(F)(F)F)=O.[C:8]([C:12]1[CH:13]=[C:14]([NH:66][S:67]([CH3:70])(=[O:69])=[O:68])[C:15]([O:64][CH3:65])=[C:16]([NH:18][C:19](=[O:63])[NH:20][C:21]2[C:30]3[C:25](=[CH:26][CH:27]=[CH:28][CH:29]=3)[C:24]([O:31][C:32]3[CH:37]=[CH:36][N:35]=[C:34]([NH:38][C:39]4[CH:40]=[C:41]([CH:58]=[C:59]([O:61][CH3:62])[CH:60]=4)[O:42][CH2:43][CH2:44][O:45][CH2:46][CH2:47][O:48][CH2:49][CH2:50][C:51]([O:53]C(C)(C)C)=[O:52])[N:33]=3)=[CH:23][CH:22]=2)[CH:17]=1)([CH3:11])([CH3:10])[CH3:9]. Product: [C:8]([C:12]1[CH:13]=[C:14]([NH:66][S:67]([CH3:70])(=[O:69])=[O:68])[C:15]([O:64][CH3:65])=[C:16]([NH:18][C:19](=[O:63])[NH:20][C:21]2[C:30]3[C:25](=[CH:26][CH:27]=[CH:28][CH:29]=3)[C:24]([O:31][C:32]3[CH:37]=[CH:36][N:35]=[C:34]([NH:38][C:39]4[CH:40]=[C:41]([CH:58]=[C:59]([O:61][CH3:62])[CH:60]=4)[O:42][CH2:43][CH2:44][O:45][CH2:46][CH2:47][O:48][CH2:49][CH2:50][C:51]([OH:53])=[O:52])[N:33]=3)=[CH:23][CH:22]=2)[CH:17]=1)([CH3:11])([CH3:9])[CH3:10]. The catalyst class is: 2. (3) Reactant: [CH2:1]([O:8][C:9]1[CH:24]=[CH:23][C:12]([C:13]([O:15][CH2:16][C:17]2[CH:22]=[CH:21][CH:20]=[CH:19][CH:18]=2)=[O:14])=[CH:11][C:10]=1[O:25][CH3:26])[C:2]1[CH:7]=[CH:6][CH:5]=[CH:4][CH:3]=1.C(O)(=O)C.S(=O)(=O)(O)O.[N+:36]([O-])([OH:38])=[O:37]. Product: [CH2:1]([O:8][C:9]1[C:10]([O:25][CH3:26])=[CH:11][C:12]([C:13]([O:15][CH2:16][C:17]2[CH:18]=[CH:19][CH:20]=[CH:21][CH:22]=2)=[O:14])=[C:23]([N+:36]([O-:38])=[O:37])[CH:24]=1)[C:2]1[CH:7]=[CH:6][CH:5]=[CH:4][CH:3]=1. The catalyst class is: 4. (4) Reactant: [CH3:1][O:2][CH2:3][CH2:4][N:5]1[C@H:11]([C:12]2[CH:17]=[CH:16][CH:15]=[CH:14][CH:13]=2)[CH:10]=[CH:9][CH2:8][CH:7]([N:18]2C(=O)C3C(=CC=CC=3)C2=O)[C:6]1=[O:29].O.NN. Product: [NH2:18][C@@H:7]1[CH2:8][CH:9]=[CH:10][C@@H:11]([C:12]2[CH:13]=[CH:14][CH:15]=[CH:16][CH:17]=2)[N:5]([CH2:4][CH2:3][O:2][CH3:1])[C:6]1=[O:29].[NH2:18][C@H:7]1[CH2:8][CH:9]=[CH:10][C@@H:11]([C:12]2[CH:13]=[CH:14][CH:15]=[CH:16][CH:17]=2)[N:5]([CH2:4][CH2:3][O:2][CH3:1])[C:6]1=[O:29]. The catalyst class is: 275. (5) Reactant: [F:1][C:2]1[CH:7]=[CH:6][C:5](/[CH:8]=[C:9](\[C:13]2[CH:18]=[CH:17][C:16]([O:19][CH:20]([CH3:22])[CH3:21])=[CH:15][CH:14]=2)/[C:10](O)=[O:11])=[CH:4][C:3]=1[O:23][CH3:24].P([N:41]=[N+:42]=[N-:43])(OC1C=CC=CC=1)(OC1C=CC=CC=1)=O.CCN(CC)CC. Product: [F:1][C:2]1[CH:7]=[CH:6][C:5](/[CH:8]=[C:9](\[C:13]2[CH:18]=[CH:17][C:16]([O:19][CH:20]([CH3:22])[CH3:21])=[CH:15][CH:14]=2)/[C:10]([N:41]=[N+:42]=[N-:43])=[O:11])=[CH:4][C:3]=1[O:23][CH3:24]. The catalyst class is: 48. (6) Reactant: [N+:1]([C:4]1[CH:5]=[CH:6][CH:7]=[C:8]2[C:13]=1[N:12]=[CH:11][CH:10]=[CH:9]2)([O-:3])=[O:2].[I:14]N1C(=O)CCC1=O. Product: [I:14][C:10]1[CH:11]=[N:12][C:13]2[C:8]([CH:9]=1)=[CH:7][CH:6]=[CH:5][C:4]=2[N+:1]([O-:3])=[O:2]. The catalyst class is: 15.